Dataset: Full USPTO retrosynthesis dataset with 1.9M reactions from patents (1976-2016). Task: Predict the reactants needed to synthesize the given product. (1) Given the product [Cl:1][C:2]1[N:3]=[CH:4][C:5]([C:8]([NH:17][CH3:15])=[O:10])=[N:6][CH:7]=1, predict the reactants needed to synthesize it. The reactants are: [Cl:1][C:2]1[N:3]=[CH:4][C:5]([C:8]([OH:10])=O)=[N:6][CH:7]=1.C1C=CC2N(O)N=[N:17][C:15]=2C=1.O.CCN=C=NCCCN(C)C.Cl.CN1CCOCC1.CN.CO. (2) Given the product [C:1]([C:5]1[CH:18]=[CH:17][C:8]2[N:9]3[CH:15]([OH:16])[CH2:14][CH2:13][CH2:12][C:10]3=[N:11][C:7]=2[CH:6]=1)([CH3:4])([CH3:2])[CH3:3], predict the reactants needed to synthesize it. The reactants are: [C:1]([C:5]1[CH:18]=[CH:17][C:8]2[NH:9][C:10]([CH2:12][CH2:13][CH2:14][CH2:15][OH:16])=[N:11][C:7]=2[CH:6]=1)([CH3:4])([CH3:3])[CH3:2]. (3) The reactants are: Br[CH2:2][C:3]1[CH:8]=[CH:7][N:6]=[C:5]([C:9]2[CH:14]=[C:13]([CH3:15])[CH:12]=[CH:11][N:10]=2)[CH:4]=1.[F:16][C:17]1[C:18](=[O:24])[NH:19][C:20](=[O:23])[NH:21][CH:22]=1. Given the product [F:16][C:17]1[C:18](=[O:24])[NH:19][C:20](=[O:23])[N:21]([CH2:2][C:3]2[CH:8]=[CH:7][N:6]=[C:5]([C:9]3[CH:14]=[C:13]([CH3:15])[CH:12]=[CH:11][N:10]=3)[CH:4]=2)[CH:22]=1, predict the reactants needed to synthesize it. (4) The reactants are: [CH2:1]([N:8]1[CH2:13][CH2:12][N:11]([CH2:14][CH2:15][NH:16][C:17]2[CH:26]=[CH:25][C:24]3[C:19](=[CH:20][CH:21]=[N:22][C:23]=3[CH3:27])[N:18]=2)[CH2:10][CH2:9]1)C1C=CC=CC=1.[C:28]1([CH2:34][CH2:35]C=O)[CH:33]=[CH:32][CH:31]=[CH:30][CH:29]=1. Given the product [CH3:27][C:23]1[N:22]=[CH:21][CH:20]=[C:19]2[C:24]=1[CH:25]=[CH:26][C:17]([NH:16][CH2:15][CH2:14][N:11]1[CH2:12][CH2:13][N:8]([CH2:1][CH2:35][CH2:34][C:28]3[CH:33]=[CH:32][CH:31]=[CH:30][CH:29]=3)[CH2:9][CH2:10]1)=[N:18]2, predict the reactants needed to synthesize it. (5) The reactants are: [Cl:1][C:2]1[CH:7]=[CH:6][C:5]([N:8]([C@H:12]2[C:21]3[C:16](=[CH:17][CH:18]=[CH:19][CH:20]=3)[N:15]([C:22]([C:24]3[CH:25]=[N:26]N(C(C)C)C=3)=[O:23])[C@@H:14]([CH3:32])[CH2:13]2)[C:9](=[O:11])[CH3:10])=[CH:4][CH:3]=1.[CH:33]([N:36]1[CH:40]=[C:39]([C:41](Cl)=[O:42])C=N1)(C)[CH3:34].[C:44]([O-:47])(=[O:46])[CH3:45].Br[CH2:49][C:50]([O:52][CH2:53][CH3:54])=[O:51].C(=O)([O-])[O-:56].[K+].[K+].[I-].[K+]. Given the product [C:9]([N:8]([C:5]1[CH:4]=[CH:3][C:2]([Cl:1])=[CH:7][CH:6]=1)[C@H:12]1[C:21]2[C:16](=[CH:17][CH:18]=[CH:19][CH:20]=2)[N:15]([C:22]([C:41]2[O:42][N:36]=[C:40]([O:46][CH2:49][C:50]([O:52][CH2:53][CH3:54])=[O:51])[CH:39]=2)=[O:23])[C@@H:14]([CH3:32])[CH2:13]1)(=[O:11])[CH3:10].[CH2:33]([O:46][C:44](=[O:47])[CH2:45][O:56][C:25]1[CH:24]=[C:22]([C:50]([O:52][CH3:53])=[O:51])[O:23][N:26]=1)[CH3:34], predict the reactants needed to synthesize it. (6) The reactants are: Cl[C:2]1[N:7]=[C:6]([NH:8][C@@H:9]2[CH2:14][CH2:13][CH2:12][CH2:11][C@H:10]2[NH:15][S:16]([CH3:19])(=[O:18])=[O:17])[C:5]([Cl:20])=[CH:4][N:3]=1.[NH2:21][C:22]1[CH:35]=[CH:34][C:25]2[NH:26][C:27](=[O:33])[CH2:28][CH2:29][C:30]([CH3:32])([CH3:31])[C:24]=2[CH:23]=1.Cl. Given the product [Cl:20][C:5]1[C:6]([NH:8][C@@H:9]2[CH2:14][CH2:13][CH2:12][CH2:11][C@H:10]2[NH:15][S:16]([CH3:19])(=[O:18])=[O:17])=[N:7][C:2]([NH:21][C:22]2[CH:35]=[CH:34][C:25]3[NH:26][C:27](=[O:33])[CH2:28][CH2:29][C:30]([CH3:32])([CH3:31])[C:24]=3[CH:23]=2)=[N:3][CH:4]=1, predict the reactants needed to synthesize it.